From a dataset of Full USPTO retrosynthesis dataset with 1.9M reactions from patents (1976-2016). Predict the reactants needed to synthesize the given product. (1) Given the product [CH:1]([NH:4][C:5]([C:7]1[CH:12]=[CH:11][C:10]([CH:26]=[O:27])=[CH:9][N:8]=1)=[O:6])([CH3:3])[CH3:2], predict the reactants needed to synthesize it. The reactants are: [CH:1]([NH:4][C:5]([C:7]1[CH:12]=[CH:11][C:10](Br)=[CH:9][N:8]=1)=[O:6])([CH3:3])[CH3:2].C[Li].[Br-].[Li+].C([Li])(CC)C.CN([CH:26]=[O:27])C. (2) Given the product [Br:14][C:11]1[CH:10]=[C:7]([CH:8]=[O:9])[C:6]([OH:13])=[C:5]([C:1]([CH3:4])([CH3:2])[CH3:3])[CH:12]=1, predict the reactants needed to synthesize it. The reactants are: [C:1]([C:5]1[CH:12]=[CH:11][CH:10]=[C:7]([CH:8]=[O:9])[C:6]=1[OH:13])([CH3:4])([CH3:3])[CH3:2].[Br:14]Br.